From a dataset of Catalyst prediction with 721,799 reactions and 888 catalyst types from USPTO. Predict which catalyst facilitates the given reaction. (1) Reactant: [CH3:1][O:2][C:3]1[CH:11]=[C:10]([NH:12][C:13](=[O:27])[CH2:14][C:15]2[CH:20]=[CH:19][C:18]([O:21][CH3:22])=[CH:17][C:16]=2[C:23]([F:26])([F:25])[F:24])[CH:9]=[CH:8][C:4]=1[C:5](O)=[O:6].[OH:28][C:29]1[CH:44]=[CH:43][C:32]([CH2:33][NH:34][CH2:35][C:36]([O:38][C:39]([CH3:42])([CH3:41])[CH3:40])=[O:37])=[CH:31][CH:30]=1.CN(C(ON1N=NC2C=CC=NC1=2)=[N+](C)C)C.F[P-](F)(F)(F)(F)F. Product: [OH:28][C:29]1[CH:44]=[CH:43][C:32]([CH2:33][N:34]([CH2:35][C:36]([O:38][C:39]([CH3:40])([CH3:41])[CH3:42])=[O:37])[C:5](=[O:6])[C:4]2[CH:8]=[CH:9][C:10]([NH:12][C:13](=[O:27])[CH2:14][C:15]3[CH:20]=[CH:19][C:18]([O:21][CH3:22])=[CH:17][C:16]=3[C:23]([F:26])([F:25])[F:24])=[CH:11][C:3]=2[O:2][CH3:1])=[CH:31][CH:30]=1. The catalyst class is: 499. (2) Reactant: [CH3:1][C:2]1[N:3]([S:12]([C:15]2[CH:20]=[CH:19][CH:18]=[CH:17][CH:16]=2)(=[O:14])=[O:13])[CH:4]=[CH:5][C:6]=1[C:7](OCC)=[O:8].[H-].C([Al+]CC(C)C)C(C)C. Product: [CH3:1][C:2]1[N:3]([S:12]([C:15]2[CH:20]=[CH:19][CH:18]=[CH:17][CH:16]=2)(=[O:13])=[O:14])[CH:4]=[CH:5][C:6]=1[CH2:7][OH:8]. The catalyst class is: 11. (3) Reactant: [Cl:1][C:2]1[CH:7]=[CH:6][C:5]([CH:8]([C:20]2[CH:28]=[CH:27][C:23]([C:24](O)=[O:25])=[CH:22][CH:21]=2)[CH2:9][C:10]([C:12]2[CH:17]=[CH:16][C:15](=[O:18])[N:14]([CH3:19])[CH:13]=2)=[O:11])=[C:4]([F:29])[CH:3]=1.[NH2:30][CH2:31][C@@H:32]([OH:35])[CH2:33][OH:34].F[P-](F)(F)(F)(F)F.N1(O[P+](N(C)C)(N(C)C)N(C)C)C2C=CC=CC=2N=N1. Product: [Cl:1][C:2]1[CH:7]=[CH:6][C:5]([CH:8]([C:20]2[CH:21]=[CH:22][C:23]([C:24]([NH:30][CH2:31][C@@H:32]([OH:35])[CH2:33][OH:34])=[O:25])=[CH:27][CH:28]=2)[CH2:9][C:10]([C:12]2[CH:17]=[CH:16][C:15](=[O:18])[N:14]([CH3:19])[CH:13]=2)=[O:11])=[C:4]([F:29])[CH:3]=1. The catalyst class is: 7. (4) Reactant: CS(O[CH:6]([C:34]1[CH:39]=[CH:38][C:37]([C:40]#[N:41])=[CH:36][CH:35]=1)[CH2:7][O:8][CH2:9][C:10]1[N:11]=[CH:12][N:13](C(C2C=CC=CC=2)(C2C=CC=CC=2)C2C=CC=CC=2)[CH:14]=1)(=O)=O.C(=O)([O-])[O-].[Cs+].[Cs+]. Product: [CH:14]1[N:13]=[CH:12][N:11]2[CH:6]([C:34]3[CH:39]=[CH:38][C:37]([C:40]#[N:41])=[CH:36][CH:35]=3)[CH2:7][O:8][CH2:9][C:10]=12. The catalyst class is: 35. (5) Reactant: [CH3:1][C:2]([CH3:17])([O:4][C:5]([NH:7][CH:8]([CH:12]1[CH2:16][CH2:15][O:14][CH2:13]1)[C:9]([OH:11])=O)=[O:6])[CH3:3].Cl.[NH2:19][C@@H:20]([CH:32]([CH3:34])[CH3:33])[CH2:21][NH:22][C:23](=[O:31])[C:24]1[CH:29]=[CH:28][C:27]([CH3:30])=[CH:26][CH:25]=1.ON1C(=O)CCC1=O.C1(N=C=NC2CCCCC2)CCCCC1.C(N(CC)CC)C. Product: [CH3:33][CH:32]([CH3:34])[C@H:20]([NH:19][C:9](=[O:11])[CH:8]([NH:7][C:5]([O:4][C:2]([CH3:1])([CH3:3])[CH3:17])=[O:6])[CH:12]1[CH2:16][CH2:15][O:14][CH2:13]1)[CH2:21][NH:22][C:23](=[O:31])[C:24]1[CH:25]=[CH:26][C:27]([CH3:30])=[CH:28][CH:29]=1. The catalyst class is: 4. (6) Reactant: [OH:1][C:2]1[C:9]([OH:10])=[CH:8][CH:7]=[CH:6][C:3]=1[CH:4]=O.CC1(C)O[C:17](=[O:18])[CH2:16][C:14](=[O:15])[O:13]1. Product: [OH:10][C:9]1[CH:8]=[CH:7][CH:6]=[C:3]2[C:2]=1[O:1][C:17](=[O:18])[C:16]([C:14]([OH:15])=[O:13])=[CH:4]2. The catalyst class is: 6. (7) Reactant: [Cl:1][C:2]1[CH:7]=[CH:6][C:5]([O:8][CH3:9])=[CH:4][C:3]=1[NH:10][C:11]1[C:12]([NH:21][S:22]([C:25]2[CH:30]=[CH:29][CH:28]=[C:27]([C:31]#N)[CH:26]=2)(=[O:24])=[O:23])=[N:13][C:14]2[C:19]([N:20]=1)=[CH:18][CH:17]=[CH:16][CH:15]=2.[OH-:33].[Na+].Cl.C[OH:37]. Product: [Cl:1][C:2]1[CH:7]=[CH:6][C:5]([O:8][CH3:9])=[CH:4][C:3]=1[NH:10][C:11]1[C:12]([NH:21][S:22]([C:25]2[CH:26]=[C:27]([CH:28]=[CH:29][CH:30]=2)[C:31]([OH:37])=[O:33])(=[O:24])=[O:23])=[N:13][C:14]2[C:19]([N:20]=1)=[CH:18][CH:17]=[CH:16][CH:15]=2. The catalyst class is: 155.